From a dataset of CYP1A2 inhibition data for predicting drug metabolism from PubChem BioAssay. Regression/Classification. Given a drug SMILES string, predict its absorption, distribution, metabolism, or excretion properties. Task type varies by dataset: regression for continuous measurements (e.g., permeability, clearance, half-life) or binary classification for categorical outcomes (e.g., BBB penetration, CYP inhibition). Dataset: cyp1a2_veith. (1) The molecule is COC(=O)C1(Cc2ccccc2)C2c3cc(C(=O)N4CCCC4)n(Cc4ccc(OC(F)(F)F)cc4)c3CC2CN1C(=O)c1ccccc1. The result is 0 (non-inhibitor). (2) The molecule is C=CC[C@@H]1C=C[C@H](O/N=C\[C@@H](C)[C@H](OCc2ccccc2)C(C)C)[C@H](CO)O1. The result is 0 (non-inhibitor). (3) The molecule is O=C(CCn1c(=S)[nH]c2ccccc2c1=O)NCCCN1CCOCC1. The result is 0 (non-inhibitor). (4) The drug is O=c1[nH]ncn2cccc12. The result is 0 (non-inhibitor). (5) The result is 1 (inhibitor). The drug is COC(=O)N1CCC2(CCN(C(=O)Nc3cccc(F)c3)CC2)CC1. (6) The compound is Cc1ccccc1-c1nc(NC2CC2)c2ccccc2n1. The result is 1 (inhibitor). (7) The compound is CSc1nnnc2ccccc12. The result is 1 (inhibitor).